From a dataset of Catalyst prediction with 721,799 reactions and 888 catalyst types from USPTO. Predict which catalyst facilitates the given reaction. (1) Reactant: Cl[C:2]([O:4][CH3:5])=[O:3].[NH2:6][CH:7]([CH2:11][C:12]#[N:13])[C:8]([OH:10])=[O:9].[OH-].[Na+].Cl. Product: [C:12]([CH2:11][CH:7]([NH:6][C:2]([O:4][CH3:5])=[O:3])[C:8]([OH:10])=[O:9])#[N:13]. The catalyst class is: 1. (2) Reactant: F[B-](F)(F)F.C([O+](CC)CC)C.[Cl:13][C:14]1[C:19]([C:20]([F:23])([F:22])[F:21])=[CH:18][CH:17]=[CH:16][C:15]=1[C:24]([N:26]1[CH2:31][CH2:30][NH:29][C:28](=O)[CH2:27]1)=[O:25].[OH:33][C:34]1[C:35]([C:40]([NH:42][NH2:43])=O)=[N:36][CH:37]=[CH:38][CH:39]=1. Product: [Cl:13][C:14]1[C:19]([C:20]([F:23])([F:22])[F:21])=[CH:18][CH:17]=[CH:16][C:15]=1[C:24]([N:26]1[CH2:31][CH2:30][N:29]2[C:40]([C:35]3[C:34]([OH:33])=[CH:39][CH:38]=[CH:37][N:36]=3)=[N:42][N:43]=[C:28]2[CH2:27]1)=[O:25]. The catalyst class is: 4. (3) Reactant: [N+:1]([O-:4])([OH:3])=[O:2].C(OC(=O)C)(=O)C.[CH2:12]1[O:16][C@@H:15]2[C@H:17]([OH:20])[CH2:18][O:19][C@@H:14]2[C@@H:13]1O. Product: [N+:1]([O-:4])([O:3][C@@H:13]1[CH2:12][O:16][C@@H:15]2[C@H:17]([OH:20])[CH2:18][O:19][C@H:14]12)=[O:2]. The catalyst class is: 2. (4) Reactant: [C:1]([C:4]1[CH:5]=[C:6]([CH:12]=[CH:13][CH:14]=1)[C:7]([N:9]([CH3:11])[CH3:10])=[O:8])(=[O:3])[CH3:2].[Br:15]Br. Product: [Br:15][CH2:2][C:1]([C:4]1[CH:5]=[C:6]([CH:12]=[CH:13][CH:14]=1)[C:7]([N:9]([CH3:11])[CH3:10])=[O:8])=[O:3]. The catalyst class is: 2. (5) Reactant: [F:1][C:2]([F:15])([F:14])[C:3]1[CH:4]=[C:5]([N+:11]([O-:13])=[O:12])[CH:6]=[C:7]([CH:10]=1)[CH2:8]O.P(Br)(Br)[Br:17]. Product: [F:1][C:2]([F:15])([F:14])[C:3]1[CH:4]=[C:5]([N+:11]([O-:13])=[O:12])[CH:6]=[C:7]([CH:10]=1)[CH2:8][Br:17]. The catalyst class is: 11. (6) Reactant: [Cl:1][C:2]1[N:7]=[C:6]([C:8]([N:10]([CH3:13])[NH:11][CH3:12])=[O:9])[C:5]([NH:14][C:15]([C:17]2[N:18]([C:23]3[C:28]([Cl:29])=[CH:27][CH:26]=[CH:25][N:24]=3)[N:19]=[C:20]([Br:22])[CH:21]=2)=[O:16])=[C:4]([CH3:30])[CH:3]=1.Cl[C:32]([O:34][CH3:35])=[O:33]. Product: [CH3:35][O:34][C:32]([N:11]([CH3:12])[N:10]([C:8]([C:6]1[C:5]([NH:14][C:15]([C:17]2[N:18]([C:23]3[C:28]([Cl:29])=[CH:27][CH:26]=[CH:25][N:24]=3)[N:19]=[C:20]([Br:22])[CH:21]=2)=[O:16])=[C:4]([CH3:30])[CH:3]=[C:2]([Cl:1])[N:7]=1)=[O:9])[CH3:13])=[O:33]. The catalyst class is: 17. (7) Reactant: [NH2:1][CH2:2][CH2:3][CH2:4][OH:5].[Cl:6][C:7]1[C:12]([N+:13]([O-:15])=[O:14])=[C:11](Cl)[C:10]([CH3:17])=[C:9]([CH3:18])[N:8]=1. Product: [Cl:6][C:7]1[C:12]([N+:13]([O-:15])=[O:14])=[C:11]([NH:1][CH2:2][CH2:3][CH2:4][OH:5])[C:10]([CH3:17])=[C:9]([CH3:18])[N:8]=1. The catalyst class is: 3. (8) Reactant: O=[C:2]1[C:11]2[C:6](=[N:7][C:8]([S:12][CH2:13][CH3:14])=[N:9][CH:10]=2)[N:5]=[CH:4][NH:3]1.P12(SP3(SP(SP(S3)(S1)=S)(=S)S2)=S)=[S:16].N1C=CC=CC=1.C. Product: [S:16]=[C:2]1[C:11]2[C:6](=[N:7][C:8]([S:12][CH2:13][CH3:14])=[N:9][CH:10]=2)[N:5]=[CH:4][NH:3]1. The catalyst class is: 74. (9) Reactant: [Si]([O:8][C:9]1[CH:14]=[CH:13][C:12]([C:15]2[CH:20]=[CH:19][CH:18]=[C:17]([CH:21]=[O:22])[C:16]=2[CH3:23])=[C:11]([CH3:24])[CH:10]=1)(C(C)(C)C)(C)C.[F-].C([N+](CCCC)(CCCC)CCCC)CCC.[Cl-].[NH4+]. Product: [OH:8][C:9]1[CH:14]=[CH:13][C:12]([C:15]2[CH:20]=[CH:19][CH:18]=[C:17]([CH:21]=[O:22])[C:16]=2[CH3:23])=[C:11]([CH3:24])[CH:10]=1. The catalyst class is: 56.